This data is from Forward reaction prediction with 1.9M reactions from USPTO patents (1976-2016). The task is: Predict the product of the given reaction. (1) The product is: [C:1]([C:5]1[N:6]([CH3:24])[C:7](=[O:23])[C:8]2[C:13]([C:14]=1[C:15]1[CH:16]=[CH:17][CH:18]=[CH:19][CH:20]=1)=[CH:12][C:11]([OH:21])=[CH:10][CH:9]=2)([CH3:4])([CH3:2])[CH3:3]. Given the reactants [C:1]([C:5]1[N:6]([CH3:24])[C:7](=[O:23])[C:8]2[C:13]([C:14]=1[C:15]1[CH:20]=[CH:19][CH:18]=[CH:17][CH:16]=1)=[CH:12][C:11]([O:21]C)=[CH:10][CH:9]=2)([CH3:4])([CH3:3])[CH3:2].B(Br)(Br)Br, predict the reaction product. (2) Given the reactants Br[C:2]1[N:11]=[C:10]([C:12]2[NH:16][C:15]([CH2:17][C:18]3[CH:23]=[CH:22][C:21]([F:24])=[CH:20][CH:19]=3)=[N:14][N:13]=2)[C:9]([OH:25])=[C:8]2[C:3]=1[CH:4]=[CH:5][CH:6]=[N:7]2.[CH3:26][S:27]([OH:29])=[O:28].[Na].O, predict the reaction product. The product is: [F:24][C:21]1[CH:22]=[CH:23][C:18]([CH2:17][C:15]2[NH:16][C:12]([C:10]3[C:9]([OH:25])=[C:8]4[C:3]([CH:4]=[CH:5][CH:6]=[N:7]4)=[C:2]([S:27]([CH3:26])(=[O:29])=[O:28])[N:11]=3)=[N:13][N:14]=2)=[CH:19][CH:20]=1. (3) Given the reactants Br[C:2]1[CH:7]=[C:6]([C:8]([F:11])([F:10])[F:9])[CH:5]=[C:4]([S:12]([CH3:15])(=[O:14])=[O:13])[CH:3]=1.C(N(CC)CC)C.[C]=O.[C:25]([O:28][CH2:29]C)(=[O:27])C, predict the reaction product. The product is: [CH3:29][O:28][C:25](=[O:27])[C:2]1[CH:7]=[C:6]([C:8]([F:11])([F:10])[F:9])[CH:5]=[C:4]([S:12]([CH3:15])(=[O:14])=[O:13])[CH:3]=1. (4) Given the reactants [NH2:1][C:2]1[CH:7]=[C:6]([C:8]2[CH:13]=[C:12]([N+:14]([O-])=O)[C:11]([Cl:17])=[CH:10][C:9]=2[F:18])[N:5]=[C:4]([C:19]([O:21][CH3:22])=[O:20])[C:3]=1[Cl:23], predict the reaction product. The product is: [CH3:22][O:21][C:19]([C:4]1[C:3]([Cl:23])=[C:2]([NH2:1])[CH:7]=[C:6]([C:8]2[CH:13]=[C:12]([NH2:14])[C:11]([Cl:17])=[CH:10][C:9]=2[F:18])[N:5]=1)=[O:20]. (5) Given the reactants [Cl:1][C:2]1[C:3]([S:22](=[O:25])(=[O:24])[NH2:23])=[N:4][CH:5]=[C:6]([C:12]=1[NH:13][C:14]1[CH:19]=[CH:18][C:17]([F:20])=[CH:16][C:15]=1[CH3:21])[C:7]([O:9]CC)=[O:8].[OH-].[Na+].Cl, predict the reaction product. The product is: [Cl:1][C:2]1[C:3]([S:22](=[O:24])(=[O:25])[NH2:23])=[N:4][CH:5]=[C:6]([C:12]=1[NH:13][C:14]1[CH:19]=[CH:18][C:17]([F:20])=[CH:16][C:15]=1[CH3:21])[C:7]([OH:9])=[O:8]. (6) Given the reactants C([C:5]1[CH:10]=[CH:9][C:8]([NH:11][C:12]2[C:17]([F:18])=[CH:16][N:15]=[C:14]([NH:19][C:20]3[CH:21]=[CH:22][C:23]4[O:27][CH:26]([C:28]([OH:30])=[O:29])[CH2:25][C:24]=4[CH:31]=3)[N:13]=2)=[CH:7][CH:6]=1)(C)(C)C.[Li+].[OH-:33], predict the reaction product. The product is: [C:28]([C:26]1[O:27][C:23]2[CH:22]=[CH:21][C:20]([NH:19][C:14]3[N:13]=[C:12]([NH:11][C:8]4[CH:9]=[CH:10][CH:5]=[C:6]([OH:33])[CH:7]=4)[C:17]([F:18])=[CH:16][N:15]=3)=[CH:31][C:24]=2[CH:25]=1)([OH:30])=[O:29].